From a dataset of Forward reaction prediction with 1.9M reactions from USPTO patents (1976-2016). Predict the product of the given reaction. (1) Given the reactants [N+:1]([C:4]1[CH:5]=[C:6]([CH2:11][C@H:12]([NH:30][C:31]([C@H:33]2[CH2:38][CH2:37][C@H:36]([CH2:39][CH3:40])[CH2:35][CH2:34]2)=[O:32])[C:13]2[N:14]([CH2:26][CH2:27][CH2:28][CH3:29])[CH:15]=[C:16]([C:18]3[CH:23]=[CH:22][C:21]([Cl:24])=[CH:20][C:19]=3[Cl:25])[N:17]=2)[CH:7]=[CH:8][C:9]=1[OH:10])([O-:3])=[O:2].Br[CH2:42][C:43]1[CH:52]=[CH:51][C:46]([C:47]([O:49]C)=[O:48])=[CH:45][CH:44]=1, predict the reaction product. The product is: [CH2:26]([N:14]1[CH:15]=[C:16]([C:18]2[CH:23]=[CH:22][C:21]([Cl:24])=[CH:20][C:19]=2[Cl:25])[N:17]=[C:13]1[C@@H:12]([NH:30][C:31]([CH:33]1[CH2:38][CH2:37][CH:36]([CH2:39][CH3:40])[CH2:35][CH2:34]1)=[O:32])[CH2:11][C:6]1[CH:7]=[CH:8][C:9]([O:10][CH2:42][C:43]2[CH:52]=[CH:51][C:46]([C:47]([OH:49])=[O:48])=[CH:45][CH:44]=2)=[C:4]([N+:1]([O-:3])=[O:2])[CH:5]=1)[CH2:27][CH2:28][CH3:29]. (2) Given the reactants [CH3:1][C:2]1[CH:3]=[N:4][CH:5]=[C:6]([CH:16]=1)[C:7]([NH:9][CH:10]1[CH2:15][CH2:14][NH:13][CH2:12][CH2:11]1)=[O:8].[CH2:17]([O:19][C:20]1[CH:21]=[C:22]([CH:25]=[CH:26][C:27]=1[O:28][CH2:29]C)[CH:23]=O)[CH3:18], predict the reaction product. The product is: [CH2:17]([O:19][C:20]1[CH:21]=[C:22]([CH:25]=[CH:26][C:27]=1[O:28][CH3:29])[CH2:23][N:13]1[CH2:12][CH2:11][CH:10]([NH:9][C:7](=[O:8])[C:6]2[CH:16]=[C:2]([CH3:1])[CH:3]=[N:4][CH:5]=2)[CH2:15][CH2:14]1)[CH3:18]. (3) Given the reactants [Cl:1][C:2]1[C:10]2[N:9]=[C:8]3[N:11]([C:15]4[CH:20]=[CH:19][C:18]([Cl:21])=[CH:17][C:16]=4[Cl:22])[CH2:12][CH2:13][CH2:14][N:7]3[C:6]=2[C:5]([CH:23](C(O[Si](C(C)(C)C)(C)C)C([O-])=O)[CH2:24][CH3:25])=[CH:4][CH:3]=1.Cl.[C:39](=[O:42])([O-])[OH:40].[Na+].[O:44]1CCC[CH2:45]1, predict the reaction product. The product is: [OH:44][CH2:45][C:39]([O:40][CH:23]([C:5]1[C:6]2[N:7]3[CH2:14][CH2:13][CH2:12][N:11]([C:15]4[CH:20]=[CH:19][C:18]([Cl:21])=[CH:17][C:16]=4[Cl:22])[C:8]3=[N:9][C:10]=2[C:2]([Cl:1])=[CH:3][CH:4]=1)[CH2:24][CH3:25])=[O:42]. (4) Given the reactants [Cl:1][C:2]1[CH:7]=[C:6]([C:8]2[CH2:9][C:10]([C:17]3[CH:22]=[C:21]([Cl:23])[CH:20]=[C:19]([Cl:24])[CH:18]=3)([C:13]([F:16])([F:15])[F:14])[O:11][CH:12]=2)[CH:5]=[CH:4][C:3]=1[CH2:25][NH2:26].[OH:27]N1C2N=CC=CC=2N=N1.Cl.CN(C)CCCN=C=N[CH2:46][CH3:47].CC[C:51](O)=[S:52], predict the reaction product. The product is: [Cl:1][C:2]1[CH:7]=[C:6]([C:8]2[CH2:9][C:10]([C:17]3[CH:22]=[C:21]([Cl:23])[CH:20]=[C:19]([Cl:24])[CH:18]=3)([C:13]([F:14])([F:15])[F:16])[O:11][CH:12]=2)[CH:5]=[CH:4][C:3]=1[CH2:25][NH:26][C:46](=[O:27])[CH2:47][S:52][CH3:51]. (5) Given the reactants [Si]([O:8][CH2:9][C:10]1[C:18]([C:19]2[CH:20]=[N:21][N:22]([CH3:24])[CH:23]=2)=[CH:17][CH:16]=[C:15]2[C:11]=1[CH2:12][CH2:13][N:14]2[C:25]1[C:29]2[CH2:30][N:31]([C:34](=[O:36])[CH3:35])[CH2:32][CH2:33][C:28]=2[N:27]([CH:37]2[CH2:41][CH2:40][O:39][CH2:38]2)[N:26]=1)(C(C)(C)C)(C)C.[F-].C([N+](CCCC)(CCCC)CCCC)CCC, predict the reaction product. The product is: [OH:8][CH2:9][C:10]1[C:18]([C:19]2[CH:20]=[N:21][N:22]([CH3:24])[CH:23]=2)=[CH:17][CH:16]=[C:15]2[C:11]=1[CH2:12][CH2:13][N:14]2[C:25]1[C:29]2[CH2:30][N:31]([C:34](=[O:36])[CH3:35])[CH2:32][CH2:33][C:28]=2[N:27]([CH:37]2[CH2:41][CH2:40][O:39][CH2:38]2)[N:26]=1. (6) Given the reactants [Br:1][C:2]1[CH:3]=[C:4]([S:9]([NH:12][C:13]2[C:18]([OH:19])=[CH:17][C:16]([Br:20])=[CH:15][N:14]=2)(=[O:11])=[O:10])[CH:5]=[N:6][C:7]=1Cl.[CH3:21][OH:22], predict the reaction product. The product is: [Br:1][C:2]1[CH:3]=[C:4]([S:9]([NH:12][C:13]2[C:18]([OH:19])=[CH:17][C:16]([Br:20])=[CH:15][N:14]=2)(=[O:11])=[O:10])[CH:5]=[N:6][C:7]=1[O:22][CH3:21]. (7) The product is: [CH3:26][N:25]([CH3:27])[CH2:24][C@@H:23]([NH:28][C:2]1[C:3]2[N:11]=[CH:10][CH:9]=[C:8]([C:12]([NH2:14])=[O:13])[C:4]=2[N:5]=[CH:6][N:7]=1)[C:20]1[CH:21]=[CH:22][C:17]([F:16])=[C:18]([C:29]([F:30])([F:31])[F:32])[CH:19]=1. Given the reactants O[C:2]1[C:3]2[N:11]=[CH:10][CH:9]=[C:8]([C:12]([NH2:14])=[O:13])[C:4]=2[N:5]=[CH:6][N:7]=1.Cl.[F:16][C:17]1[CH:22]=[CH:21][C:20]([C@H:23]([NH2:28])[CH2:24][N:25]([CH3:27])[CH3:26])=[CH:19][C:18]=1[C:29]([F:32])([F:31])[F:30], predict the reaction product.